Dataset: Orexin1 receptor HTS with 218,158 compounds and 233 confirmed actives. Task: Binary Classification. Given a drug SMILES string, predict its activity (active/inactive) in a high-throughput screening assay against a specified biological target. The drug is O=c1[nH]c2c(cc1CN(CCC)C(=O)c1cc(OC)ccc1)cc(cc2)C. The result is 0 (inactive).